This data is from Forward reaction prediction with 1.9M reactions from USPTO patents (1976-2016). The task is: Predict the product of the given reaction. Given the reactants [SiH](CC)(CC)CC.O=[C:9]1[CH:17]2[CH2:18][C:13]3([NH:20][C:21](=[O:23])[CH3:22])[CH2:14][CH:15]([CH2:19][CH:11]([CH2:12]3)[O:10]1)[CH2:16]2, predict the reaction product. The product is: [C:13]12([NH:20][C:21](=[O:23])[CH3:22])[CH2:18][CH:17]3[CH2:16][CH:15]([CH2:19][CH:11]([O:10][CH2:9]3)[CH2:12]1)[CH2:14]2.